From a dataset of Peptide-MHC class I binding affinity with 185,985 pairs from IEDB/IMGT. Regression. Given a peptide amino acid sequence and an MHC pseudo amino acid sequence, predict their binding affinity value. This is MHC class I binding data. (1) The peptide sequence is LLKYAGLTI. The MHC is HLA-B15:03 with pseudo-sequence HLA-B15:03. The binding affinity (normalized) is 0.530. (2) The peptide sequence is YTAVVPLVA. The MHC is HLA-B58:01 with pseudo-sequence HLA-B58:01. The binding affinity (normalized) is 0.384.